Dataset: NCI-60 drug combinations with 297,098 pairs across 59 cell lines. Task: Regression. Given two drug SMILES strings and cell line genomic features, predict the synergy score measuring deviation from expected non-interaction effect. (1) Drug 1: C1CCN(CC1)CCOC2=CC=C(C=C2)C(=O)C3=C(SC4=C3C=CC(=C4)O)C5=CC=C(C=C5)O. Drug 2: CC1=C(C=C(C=C1)NC(=O)C2=CC=C(C=C2)CN3CCN(CC3)C)NC4=NC=CC(=N4)C5=CN=CC=C5. Cell line: UACC-257. Synergy scores: CSS=0.914, Synergy_ZIP=0.975, Synergy_Bliss=4.10, Synergy_Loewe=-2.42, Synergy_HSA=-2.12. (2) Drug 1: CCC1=CC2CC(C3=C(CN(C2)C1)C4=CC=CC=C4N3)(C5=C(C=C6C(=C5)C78CCN9C7C(C=CC9)(C(C(C8N6C)(C(=O)OC)O)OC(=O)C)CC)OC)C(=O)OC.C(C(C(=O)O)O)(C(=O)O)O. Drug 2: CCCCC(=O)OCC(=O)C1(CC(C2=C(C1)C(=C3C(=C2O)C(=O)C4=C(C3=O)C=CC=C4OC)O)OC5CC(C(C(O5)C)O)NC(=O)C(F)(F)F)O. Cell line: MDA-MB-435. Synergy scores: CSS=47.7, Synergy_ZIP=1.38, Synergy_Bliss=-1.63, Synergy_Loewe=-11.7, Synergy_HSA=-1.92. (3) Synergy scores: CSS=-14.2, Synergy_ZIP=4.31, Synergy_Bliss=-1.52, Synergy_Loewe=-12.4, Synergy_HSA=-14.2. Cell line: SK-MEL-28. Drug 2: CC1=C(C(=CC=C1)Cl)NC(=O)C2=CN=C(S2)NC3=CC(=NC(=N3)C)N4CCN(CC4)CCO. Drug 1: CN1C(=O)N2C=NC(=C2N=N1)C(=O)N. (4) Drug 1: CC12CCC(CC1=CCC3C2CCC4(C3CC=C4C5=CN=CC=C5)C)O. Drug 2: C1CC(=O)NC(=O)C1N2C(=O)C3=CC=CC=C3C2=O. Cell line: MCF7. Synergy scores: CSS=12.6, Synergy_ZIP=0.0466, Synergy_Bliss=5.75, Synergy_Loewe=0.321, Synergy_HSA=4.61. (5) Drug 1: CNC(=O)C1=NC=CC(=C1)OC2=CC=C(C=C2)NC(=O)NC3=CC(=C(C=C3)Cl)C(F)(F)F. Drug 2: CS(=O)(=O)OCCCCOS(=O)(=O)C. Cell line: HT29. Synergy scores: CSS=-1.98, Synergy_ZIP=1.20, Synergy_Bliss=1.40, Synergy_Loewe=-5.14, Synergy_HSA=-4.04.